From a dataset of Reaction yield outcomes from USPTO patents with 853,638 reactions. Predict the reaction yield, written as a fraction of the theoretical maximum amount of product (1.0 means a 100% yield; for example, 0.34 means a 34% yield). (1) The reactants are [CH3:1][O:2][C:3]1[CH:4]=[C:5]([CH2:9][CH2:10][NH:11][C:12](=O)[CH2:13][C:14]2[CH:19]=[CH:18][C:17]([O:20][CH2:21][C:22]3[CH:27]=[CH:26][CH:25]=[CH:24][CH:23]=3)=[CH:16][CH:15]=2)[CH:6]=[CH:7][CH:8]=1.P(Cl)(Cl)(Cl)=O.[BH4-].[Na+]. The catalyst is C(#N)C. The product is [CH3:1][O:2][C:3]1[CH:4]=[C:5]2[C:6](=[CH:7][CH:8]=1)[CH:12]([CH2:13][C:14]1[CH:19]=[CH:18][C:17]([O:20][CH2:21][C:22]3[CH:27]=[CH:26][CH:25]=[CH:24][CH:23]=3)=[CH:16][CH:15]=1)[NH:11][CH2:10][CH2:9]2. The yield is 0.280. (2) The reactants are [NH2:1][CH2:2][CH2:3][CH2:4][CH2:5][CH2:6][C:7]([OH:9])=[O:8].[Cl:10][CH2:11][C:12](Cl)=[O:13].Cl. The catalyst is [OH-].[Na+]. The yield is 0.780. The product is [Cl:10][CH2:11][C:12]([NH:1][CH2:2][CH2:3][CH2:4][CH2:5][CH2:6][C:7]([OH:9])=[O:8])=[O:13]. (3) The reactants are Cl[C:2]1[C:14]2[C:13]3[C:8](=[CH:9][C:10]([C:17]4[C:18]([CH3:23])=[N:19][O:20][C:21]=4[CH3:22])=[C:11]([O:15][CH3:16])[CH:12]=3)[NH:7][C:6]=2[N:5]=[C:4]([CH3:24])[N:3]=1.[CH:25]([N:28]1[C:32](B(O)O)=[CH:31][CH:30]=[N:29]1)([CH3:27])[CH3:26].C([O-])([O-])=O.[Na+].[Na+]. The catalyst is C1C=CC(P(C2C=CC=CC=2)[C-]2C=CC=C2)=CC=1.C1C=CC(P(C2C=CC=CC=2)[C-]2C=CC=C2)=CC=1.Cl[Pd]Cl.[Fe+2].C(Cl)Cl.COCCOC. The product is [CH:25]([N:28]1[C:32]([C:2]2[C:14]3[C:13]4[C:8](=[CH:9][C:10]([C:17]5[C:18]([CH3:23])=[N:19][O:20][C:21]=5[CH3:22])=[C:11]([O:15][CH3:16])[CH:12]=4)[NH:7][C:6]=3[N:5]=[C:4]([CH3:24])[N:3]=2)=[CH:31][CH:30]=[N:29]1)([CH3:27])[CH3:26]. The yield is 0.210. (4) The reactants are [Si:1]([O:8][CH2:9][C:10]([CH2:21]SC)([C:16]([O:18][CH2:19][CH3:20])=[O:17])[C:11]([O:13][CH2:14][CH3:15])=[O:12])([C:4]([CH3:7])([CH3:6])[CH3:5])([CH3:3])[CH3:2].S(Cl)(Cl)(=O)=O.[C:29]([O-:32])(=[O:31])[CH3:30].[K+].C1OCCOC2C(=CC=CC=2)OCCOCCOC2C(=CC=CC=2)OC1. The catalyst is C(Cl)Cl.C(OCC)(=O)C. The product is [C:29]([O:32][CH2:21][C:10]([CH2:9][O:8][Si:1]([C:4]([CH3:7])([CH3:6])[CH3:5])([CH3:3])[CH3:2])([C:16]([O:18][CH2:19][CH3:20])=[O:17])[C:11]([O:13][CH2:14][CH3:15])=[O:12])(=[O:31])[CH3:30]. The yield is 0.710.